This data is from Peptide-MHC class II binding affinity with 134,281 pairs from IEDB. The task is: Regression. Given a peptide amino acid sequence and an MHC pseudo amino acid sequence, predict their binding affinity value. This is MHC class II binding data. (1) The MHC is H-2-IAb with pseudo-sequence H-2-IAb. The peptide sequence is WDDLRSLCLFSYHRLR. The binding affinity (normalized) is 0.117. (2) The peptide sequence is AVPLRLLGGLHRMVL. The MHC is HLA-DPA10301-DPB10402 with pseudo-sequence HLA-DPA10301-DPB10402. The binding affinity (normalized) is 0.543. (3) The peptide sequence is IEFRFYKEITNVFRG. The MHC is HLA-DQA10501-DQB10301 with pseudo-sequence HLA-DQA10501-DQB10301. The binding affinity (normalized) is 0.420. (4) The peptide sequence is SLLNNQFGTMPSLTM. The MHC is DRB1_1501 with pseudo-sequence DRB1_1501. The binding affinity (normalized) is 0.366. (5) The peptide sequence is DEARRMWASAQNISG. The MHC is HLA-DPA10103-DPB10301 with pseudo-sequence HLA-DPA10103-DPB10301. The binding affinity (normalized) is 0.627. (6) The MHC is DRB1_1301 with pseudo-sequence DRB1_1301. The binding affinity (normalized) is 0.439. The peptide sequence is CGSYVTKTSGSAASM. (7) The peptide sequence is ATSPTAEGGKATTEE. The MHC is HLA-DPA10201-DPB11401 with pseudo-sequence HLA-DPA10201-DPB11401. The binding affinity (normalized) is 0.0169.